From a dataset of Reaction yield outcomes from USPTO patents with 853,638 reactions. Predict the reaction yield, written as a fraction of the theoretical maximum amount of product (1.0 means a 100% yield; for example, 0.34 means a 34% yield). (1) The reactants are [OH:1][C@H:2]1[C@H:6]([O:7][CH3:8])[CH2:5][N:4]([C:9]([O:11][CH2:12][C:13]2[CH:18]=[CH:17][CH:16]=[CH:15][CH:14]=2)=[O:10])[CH2:3]1.[CH3:19][C:20]1[CH:25]=[CH:24][C:23]([S:26](Cl)(=[O:28])=[O:27])=[CH:22][CH:21]=1.C(N(CC)CC)C. The catalyst is CN(C)C1C=CN=CC=1.C(Cl)Cl. The product is [CH3:8][O:7][C@H:6]1[C@H:2]([O:1][S:26]([C:23]2[CH:24]=[CH:25][C:20]([CH3:19])=[CH:21][CH:22]=2)(=[O:28])=[O:27])[CH2:3][N:4]([C:9]([O:11][CH2:12][C:13]2[CH:18]=[CH:17][CH:16]=[CH:15][CH:14]=2)=[O:10])[CH2:5]1. The yield is 0.830. (2) The reactants are [CH3:1][O:2][C:3]1[CH:11]=[N:10][C:9](Br)=[C:8]2[C:4]=1[CH:5]=[CH:6][NH:7]2.O1C=CC=C1P(C1OC=CC=1)C1OC=CC=1.[CH3:29][CH:30]([OH:33])[C:31]#[CH:32]. The catalyst is C1C=CC(C#N)=CC=1.C1C=CC(C#N)=CC=1.Cl[Pd]Cl.[Cu]I.N1CCCCC1. The product is [CH3:1][O:2][C:3]1[CH:11]=[N:10][C:9]([C:32]#[C:31][CH:30]([OH:33])[CH3:29])=[C:8]2[C:4]=1[CH:5]=[CH:6][NH:7]2. The yield is 0.950. (3) The reactants are [C:1]1([NH:9][O:8][N:7]=[C:6]1[NH2:10])=[C:2](Cl)[N:3]=[O:4].[CH3:11][O:12][CH2:13][CH2:14][NH2:15].C(N(CC)CC)C. The catalyst is C(OCC)(=O)C. The product is [NH2:10][C:6]1[C:1]([C:2](=[N:3][OH:4])[NH:15][CH2:14][CH2:13][O:12][CH3:11])=[N:9][O:8][N:7]=1. The yield is 1.19. (4) The reactants are C([Li])CCC.C(NC(C)C)(C)C.[Cl:13][C:14]1[CH:19]=[CH:18][CH:17]=[C:16]([F:20])[C:15]=1[CH:21]([F:23])[CH3:22].C(O[B:28]1[O:32][C:31]([CH3:34])([CH3:33])[C:30]([CH3:36])([CH3:35])[O:29]1)(C)C. The catalyst is C1COCC1.Cl. The product is [Cl:13][C:14]1[CH:19]=[CH:18][C:17]([B:28]2[O:32][C:31]([CH3:34])([CH3:33])[C:30]([CH3:36])([CH3:35])[O:29]2)=[C:16]([F:20])[C:15]=1[CH:21]([F:23])[CH3:22]. The yield is 0.940. (5) The reactants are [S:1]1[CH:5]=[CH:4][CH:3]=[C:2]1[S:6]([NH:9][C:10]1[CH:11]=[CH:12][CH:13]=[C:14]2[C:18]=1[NH:17][C:16]([C:19]1[S:20][CH:21]([CH2:24][C:25](OCC)=[O:26])[CH2:22][N:23]=1)=[CH:15]2)(=[O:8])=[O:7].[BH4-].[Li+].O1CCCC1.Cl. The catalyst is CO. The product is [OH:26][CH2:25][CH2:24][CH:21]1[S:20][C:19]([C:16]2[NH:17][C:18]3[C:14]([CH:15]=2)=[CH:13][CH:12]=[CH:11][C:10]=3[NH:9][S:6]([C:2]2[S:1][CH:5]=[CH:4][CH:3]=2)(=[O:8])=[O:7])=[N:23][CH2:22]1. The yield is 0.190. (6) The reactants are [NH2:1][C:2]1[CH:3]=[CH:4][C:5]([Br:13])=[C:6]2[C:10]=1[C:9](=[O:11])[N:8]([CH3:12])[CH2:7]2.[C:14]([O:18][C:19](O[C:19]([O:18][C:14]([CH3:17])([CH3:16])[CH3:15])=[O:20])=[O:20])([CH3:17])([CH3:16])[CH3:15]. The catalyst is CN(C)C1C=CN=CC=1.CC#N. The product is [Br:13][C:5]1[CH:4]=[CH:3][C:2]([N:1]([C:19]([O:18][C:14]([CH3:17])([CH3:16])[CH3:15])=[O:20])[C:19]([O:18][C:14]([CH3:17])([CH3:16])[CH3:15])=[O:20])=[C:10]2[C:6]=1[CH2:7][N:8]([CH3:12])[C:9]2=[O:11]. The yield is 0.660. (7) The reactants are Cl[CH2:2][C:3]1[CH:8]=[CH:7][CH:6]=[C:5]([F:9])[CH:4]=1.[OH:10][C:11]1[CH:16]=[CH:15][C:14]([C:17]2([CH2:21][C:22]([O:24][CH2:25][CH3:26])=[O:23])[CH2:20][O:19][CH2:18]2)=[CH:13][CH:12]=1.C(=O)([O-])[O-].[Cs+].[Cs+]. The catalyst is CN(C=O)C. The product is [F:9][C:5]1[CH:4]=[C:3]([CH:8]=[CH:7][CH:6]=1)[CH2:2][O:10][C:11]1[CH:16]=[CH:15][C:14]([C:17]2([CH2:21][C:22]([O:24][CH2:25][CH3:26])=[O:23])[CH2:18][O:19][CH2:20]2)=[CH:13][CH:12]=1. The yield is 0.833.